This data is from Forward reaction prediction with 1.9M reactions from USPTO patents (1976-2016). The task is: Predict the product of the given reaction. (1) Given the reactants [C:1]1([CH2:7][C:8]#[N:9])[CH:6]=[CH:5][CH:4]=[CH:3][CH:2]=1.CC1C=CC(S(O[CH2:21][C@@H:22]([OH:32])[CH2:23][O:24][CH2:25][C:26]2[CH:31]=[CH:30][CH:29]=[CH:28][CH:27]=2)(=O)=O)=CC=1.C([Li])CCC, predict the reaction product. The product is: [OH:32][C@@H:22]([CH2:23][O:24][CH2:25][C:26]1[CH:31]=[CH:30][CH:29]=[CH:28][CH:27]=1)[CH2:21][CH:7]([C:1]1[CH:6]=[CH:5][CH:4]=[CH:3][CH:2]=1)[C:8]#[N:9]. (2) The product is: [CH2:52]([N:51]([CH2:56][CH2:57][CH2:58][CH3:59])[S:48]([N:46]1[CH2:45][CH:44]([S:43][C:18]2[C@H:24]([CH3:25])[C@H:23]3[N:20]([C:21](=[O:29])[C@@H:22]3[C@H:26]([OH:28])[CH3:27])[C:19]=2[C:30]([O:32][CH2:33][C:34]2[CH:35]=[CH:36][C:37]([N+:40]([O-:42])=[O:41])=[CH:38][CH:39]=2)=[O:31])[CH2:47]1)(=[O:49])=[O:50])[CH2:53][CH2:54][CH3:55]. Given the reactants O(P(O[C:18]1[C@H:24]([CH3:25])[C@@H:23]2[N:20]([C:21](=[O:29])[C@@H:22]2[C@H:26]([OH:28])[CH3:27])[C:19]=1[C:30]([O:32][CH2:33][C:34]1[CH:39]=[CH:38][C:37]([N+:40]([O-:42])=[O:41])=[CH:36][CH:35]=1)=[O:31])(OC1C=CC=CC=1)=O)C1C=CC=CC=1.[SH:43][CH:44]1[CH2:47][N:46]([S:48]([N:51]([CH2:56][CH2:57][CH2:58][CH3:59])[CH2:52][CH2:53][CH2:54][CH3:55])(=[O:50])=[O:49])[CH2:45]1, predict the reaction product. (3) Given the reactants [CH2:1]([O:5][C:6]1[C:15]2[C:10](=[CH:11][CH:12]=[C:13]([CH2:16][CH2:17][C:18]3[N:19]=[CH:20][S:21][CH:22]=3)[CH:14]=2)[C:9](=[O:23])[N:8]([CH2:24][CH:25]([CH3:27])[CH3:26])[C:7]=1[CH2:28][NH:29]C(=O)OC(C)(C)C)[CH2:2][CH2:3][CH3:4].[ClH:37], predict the reaction product. The product is: [ClH:37].[NH2:29][CH2:28][C:7]1[N:8]([CH2:24][CH:25]([CH3:26])[CH3:27])[C:9](=[O:23])[C:10]2[C:15]([C:6]=1[O:5][CH2:1][CH2:2][CH2:3][CH3:4])=[CH:14][C:13]([CH2:16][CH2:17][C:18]1[N:19]=[CH:20][S:21][CH:22]=1)=[CH:12][CH:11]=2. (4) The product is: [C:14]([O:13][C:11]([N:4]1[CH:5]([C:7]([OH:9])=[O:8])[CH2:6][S:2](=[O:1])(=[O:18])[CH2:3]1)=[O:12])([CH3:17])([CH3:15])[CH3:16]. Given the reactants [O:1]=[S:2]1(=[O:18])[CH2:6][CH:5]([C:7]([O:9]C)=[O:8])[N:4]([C:11]([O:13][C:14]([CH3:17])([CH3:16])[CH3:15])=[O:12])[CH2:3]1.O.[OH-].[Li+], predict the reaction product. (5) Given the reactants COC(=O)C1C(C)=CC(C2C=CC=C(C(F)(F)F)C=2)=NC=1OC.Cl[C:25]1[N:30]=[C:29]([C:31]([N:33]2[CH2:38][CH2:37][CH:36]([N:39]3[CH2:43][CH2:42][CH2:41][CH2:40]3)[CH2:35][CH2:34]2)=[O:32])[C:28]([CH3:44])=[CH:27][C:26]=1[C:45]1[CH:50]=[CH:49][CH:48]=[C:47]([C:51]([F:54])([F:53])[F:52])[CH:46]=1.[N:55]1[CH:60]=[C:59](B(O)O)[CH:58]=[N:57][CH:56]=1, predict the reaction product. The product is: [CH3:44][C:28]1[C:29]([C:31]([N:33]2[CH2:38][CH2:37][CH:36]([N:39]3[CH2:43][CH2:42][CH2:41][CH2:40]3)[CH2:35][CH2:34]2)=[O:32])=[N:30][C:25]([C:59]2[CH:60]=[N:55][CH:56]=[N:57][CH:58]=2)=[C:26]([C:45]2[CH:50]=[CH:49][CH:48]=[C:47]([C:51]([F:54])([F:53])[F:52])[CH:46]=2)[CH:27]=1. (6) Given the reactants C1(S([N:10]2[C:14]3=[N:15][CH:16]=[CH:17][CH:18]=[C:13]3[CH:12]=[C:11]2[C:19]([C:24]2[CH:25]=[C:26]([CH3:30])[CH:27]=[CH:28][CH:29]=2)=[CH:20][CH:21]([CH3:23])[CH3:22])(=O)=O)C=CC=CC=1.[OH-].[Na+], predict the reaction product. The product is: [CH3:22][CH:21]([CH3:23])[CH:20]=[C:19]([C:11]1[NH:10][C:14]2=[N:15][CH:16]=[CH:17][CH:18]=[C:13]2[CH:12]=1)[C:24]1[CH:25]=[C:26]([CH3:30])[CH:27]=[CH:28][CH:29]=1. (7) Given the reactants [Cl:1][C:2]1[CH:3]=[N:4][CH:5]=[CH:6][CH:7]=1.C([N-]C(C)C)(C)C.[Li+].C([Li])CCC.C(NC(C)C)(C)C.[C:28](=[O:30])=[O:29], predict the reaction product. The product is: [Cl:1][C:2]1[CH:3]=[N:4][CH:5]=[CH:6][C:7]=1[C:28]([OH:30])=[O:29].